Predict the reaction yield, written as a fraction of the theoretical maximum amount of product (1.0 means a 100% yield; for example, 0.34 means a 34% yield). From a dataset of Reaction yield outcomes from USPTO patents with 853,638 reactions. (1) The reactants are [C-:1]#[N:2].[Na+].Cl[CH2:5][C:6]1[S:7][C:8]([CH2:11]Cl)=[CH:9][CH:10]=1.C(Cl)(Cl)Cl.[Na+].[Cl-].C[N:20]([CH:22]=O)C. No catalyst specified. The product is [C:1]([CH2:5][C:6]1[S:7][C:8]([CH2:11][C:22]#[N:20])=[CH:9][CH:10]=1)#[N:2]. The yield is 0.253. (2) The reactants are [N:1]1[CH:6]=[CH:5][C:4]([O:7][CH:8]([C:10]2[CH:18]=[CH:17][C:13]([C:14]([OH:16])=O)=[CH:12][CH:11]=2)[CH3:9])=[CH:3][CH:2]=1.ON1C2C=CC=CC=2N=N1.Cl.C(N=C=NCCCN(C)C)C.C(N(CC)CC)C.[NH2:48][CH2:49][C:50]1[C:51]([OH:58])=[N:52][C:53]([CH3:57])=[CH:54][C:55]=1[CH3:56]. The catalyst is ClCCl. The product is [OH:58][C:51]1[C:50]([CH2:49][NH:48][C:14](=[O:16])[C:13]2[CH:12]=[CH:11][C:10]([CH:8]([O:7][C:4]3[CH:3]=[CH:2][N:1]=[CH:6][CH:5]=3)[CH3:9])=[CH:18][CH:17]=2)=[C:55]([CH3:56])[CH:54]=[C:53]([CH3:57])[N:52]=1. The yield is 0.300. (3) The reactants are [F:1][C:2]1[CH:7]=[CH:6][C:5]([C:8]2[O:9][C:10]3[CH:20]=[CH:19][C:18]([C:21]4[CH:26]=[C:25]([C:27](=[O:38])[NH:28][C:29]5([C:32]6[CH:37]=[CH:36][CH:35]=[CH:34][N:33]=6)[CH2:31][CH2:30]5)[CH:24]=[CH:23][C:22]=4[O:39]C)=[CH:17][C:11]=3[C:12]=2[C:13]([NH:15][CH3:16])=[O:14])=[CH:4][CH:3]=1.[B-](Br)(Br)(Br)[S+](C)C. The catalyst is ClCCCl. The product is [F:1][C:2]1[CH:7]=[CH:6][C:5]([C:8]2[O:9][C:10]3[CH:20]=[CH:19][C:18]([C:21]4[CH:26]=[C:25]([C:27](=[O:38])[NH:28][C:29]5([C:32]6[CH:37]=[CH:36][CH:35]=[CH:34][N:33]=6)[CH2:30][CH2:31]5)[CH:24]=[CH:23][C:22]=4[OH:39])=[CH:17][C:11]=3[C:12]=2[C:13]([NH:15][CH3:16])=[O:14])=[CH:4][CH:3]=1. The yield is 0.600. (4) The reactants are [CH2:1]([O:5][CH2:6][CH2:7][CH2:8][CH2:9][CH2:10][CH2:11][CH2:12][CH2:13][CH2:14][CH2:15][CH2:16][CH2:17][CH2:18][CH2:19][CH2:20][CH2:21][CH2:22][CH3:23])[CH:2]1[O:4][CH2:3]1.[CH2:24]([O:28][CH2:29][CH2:30][CH2:31][CH2:32][CH2:33][CH2:34][CH2:35][CH3:36])[CH:25]1[O:27][CH2:26]1.C1(C)C=CC=CC=1.Cl. The catalyst is CC(C)=O. The product is [CH2:1]([O:5][CH2:6][CH2:7][CH2:8][CH2:9][CH2:10][CH2:11][CH2:12][CH2:13][CH2:14][CH2:15][CH2:16][CH2:17][CH2:18][CH2:19][CH2:20][CH2:21][CH2:22][CH3:23])[CH:2]1[O:4][CH2:3]1.[CH2:24]([O:28][CH2:29][CH2:30][CH2:31][CH2:32][CH2:33][CH2:34][CH2:35][CH3:36])[CH:25]1[O:27][CH2:26]1. The yield is 0.750. (5) The reactants are C([Li])CCC.Br[C:7]1[S:11][C:10]([CH:12]2[O:16][CH2:15][CH2:14][O:13]2)=[CH:9][CH:8]=1.[F:17][C:18]1[CH:19]=[C:20]([CH:23]=[CH:24][CH:25]=1)[CH2:21]Br.O. The catalyst is O1CCCC1.C(OCC)(=O)C. The product is [F:17][C:18]1[CH:19]=[C:20]([CH:23]=[CH:24][CH:25]=1)[CH2:21][C:7]1[S:11][C:10]([CH:12]2[O:16][CH2:15][CH2:14][O:13]2)=[CH:9][CH:8]=1. The yield is 0.139.